This data is from Forward reaction prediction with 1.9M reactions from USPTO patents (1976-2016). The task is: Predict the product of the given reaction. (1) Given the reactants [C:1]1([C:7]2([CH2:10][C:11]([OH:13])=O)[CH2:9][CH2:8]2)[CH:6]=[CH:5][CH:4]=[CH:3][CH:2]=1.C(Cl)(=O)C(Cl)=O.CN(C=O)C.[NH2:25][N:26]1[N:35]=[C:34]([C:36]([F:39])([F:38])[F:37])[C:33]2[C:28](=[CH:29][CH:30]=[CH:31][CH:32]=2)[C:27]1=[O:40], predict the reaction product. The product is: [O:40]=[C:27]1[C:28]2[C:33](=[CH:32][CH:31]=[CH:30][CH:29]=2)[C:34]([C:36]([F:37])([F:39])[F:38])=[N:35][N:26]1[NH:25][C:11](=[O:13])[CH2:10][C:7]1([C:1]2[CH:2]=[CH:3][CH:4]=[CH:5][CH:6]=2)[CH2:8][CH2:9]1. (2) Given the reactants [C:1]([C:5]1[CH:6]=[CH:7][C:8]2[O:12][C:11]([C:13]3[CH:14]=[C:15]([CH:19]=[C:20]([N+:22]([O-:24])=[O:23])[CH:21]=3)[C:16](O)=[O:17])=[N:10][C:9]=2[CH:25]=1)([CH3:4])([CH3:3])[CH3:2].Cl, predict the reaction product. The product is: [C:1]([C:5]1[CH:6]=[CH:7][C:8]2[O:12][C:11]([C:13]3[CH:14]=[C:15]([CH2:16][OH:17])[CH:19]=[C:20]([N+:22]([O-:24])=[O:23])[CH:21]=3)=[N:10][C:9]=2[CH:25]=1)([CH3:4])([CH3:2])[CH3:3]. (3) Given the reactants [CH2:1]([O:3][C:4]1[CH:5]=[C:6]([C:13]2[S:14][CH:15]=[C:16]([C:18]3[N:23]=[C:22]([C:24]([O:26]C)=[O:25])[CH:21]=[CH:20][CH:19]=3)[N:17]=2)[CH:7]=[CH:8][C:9]=1[O:10][CH2:11][CH3:12])[CH3:2].[OH-].[Na+].C(O)C.Cl, predict the reaction product. The product is: [CH3:12][CH2:11][O:10][C:9]1[CH:8]=[CH:7][C:6]([C:13]2[S:14][CH:15]=[C:16]([C:18]3[CH:19]=[CH:20][CH:21]=[C:22]([C:24]([OH:26])=[O:25])[N:23]=3)[N:17]=2)=[CH:5][C:4]=1[O:3][CH2:1][CH3:2]. (4) Given the reactants [O:1]=[C:2]1[N:11]([NH:12][S:13]([CH3:16])(=[O:15])=[O:14])[C:10](=[O:17])[C:9]2[C:4](=[CH:5][C:6]([C:23]([F:26])([F:25])[F:24])=[C:7]([N:18]3[CH:22]=[N:21][N:20]=[CH:19]3)[CH:8]=2)[NH:3]1.[C:27](Cl)(=[O:33])[CH2:28][CH2:29][CH2:30][CH2:31][CH3:32], predict the reaction product. The product is: [O:1]=[C:2]1[N:11]([N:12]([C:27](=[O:33])[CH2:28][CH2:29][CH2:30][CH2:31][CH3:32])[S:13]([CH3:16])(=[O:15])=[O:14])[C:10](=[O:17])[C:9]2[C:4](=[CH:5][C:6]([C:23]([F:26])([F:25])[F:24])=[C:7]([N:18]3[CH:22]=[N:21][N:20]=[CH:19]3)[CH:8]=2)[NH:3]1.